From a dataset of Forward reaction prediction with 1.9M reactions from USPTO patents (1976-2016). Predict the product of the given reaction. (1) Given the reactants F[C:2]1[C:3]([O:33][C@H:34]2[CH2:39][CH2:38][NH:37][CH2:36][C@H:35]2[F:40])=[C:4]([CH:7]=[C:8]([C:10]2[N:15]=[C:14]([NH:16][C:17]3[CH:22]=[CH:21][C:20]([N:23]4[CH2:28][CH2:27][N:26]([CH:29]5[CH2:32][O:31][CH2:30]5)[CH2:25][CH2:24]4)=[CH:19][CH:18]=3)[N:13]=[CH:12][N:11]=2)[CH:9]=1)[C:5]#[N:6].CN(C(ON1N=NC2C=CC=NC1=2)=[N+](C)C)C.F[P-](F)(F)(F)(F)F.CCN(C(C)C)C(C)C.[CH3:74][C:75]1[C:79]([CH3:80])=[C:78]([C:81](O)=[O:82])[NH:77][N:76]=1, predict the reaction product. The product is: [CH3:74][C:75]1[C:79]([CH3:80])=[C:78]([C:81]([N:37]2[CH2:38][CH2:39][C@H:34]([O:33][C:3]3[CH:2]=[CH:9][C:8]([C:10]4[N:15]=[C:14]([NH:16][C:17]5[CH:22]=[CH:21][C:20]([N:23]6[CH2:24][CH2:25][N:26]([CH:29]7[CH2:30][O:31][CH2:32]7)[CH2:27][CH2:28]6)=[CH:19][CH:18]=5)[N:13]=[CH:12][N:11]=4)=[CH:7][C:4]=3[C:5]#[N:6])[C@H:35]([F:40])[CH2:36]2)=[O:82])[NH:77][N:76]=1. (2) Given the reactants [CH3:1][N:2]1[C:6]([C:7](=[O:24])[NH:8][C:9]2[CH:14]=[CH:13][N:12]3[N:15]=[C:16]([C:18]4[CH:23]=[CH:22][CH:21]=[CH:20][CH:19]=4)[N:17]=[C:11]3[CH:10]=2)=[C:5]([C:25]([OH:27])=O)[CH:4]=[N:3]1.Cl.[F:29][CH:30]1[CH2:33][NH:32][CH2:31]1.C(N(C(C)C)CC)(C)C.CCCP(=O)=O, predict the reaction product. The product is: [F:29][CH:30]1[CH2:33][N:32]([C:25]([C:5]2[CH:4]=[N:3][N:2]([CH3:1])[C:6]=2[C:7]([NH:8][C:9]2[CH:14]=[CH:13][N:12]3[N:15]=[C:16]([C:18]4[CH:23]=[CH:22][CH:21]=[CH:20][CH:19]=4)[N:17]=[C:11]3[CH:10]=2)=[O:24])=[O:27])[CH2:31]1. (3) Given the reactants [OH:1][C:2]1[CH:7]=[CH:6][C:5]([C:8](=[S:10])[NH2:9])=[CH:4][C:3]=1[CH2:11][CH2:12][CH3:13].Cl[CH:15]1[CH2:20][CH2:19][CH2:18][CH2:17][C:16]1=O, predict the reaction product. The product is: [CH2:11]([C:3]1[CH:4]=[C:5]([C:8]2[S:10][C:15]3[CH2:20][CH2:19][CH2:18][CH2:17][C:16]=3[N:9]=2)[CH:6]=[CH:7][C:2]=1[OH:1])[CH2:12][CH3:13]. (4) Given the reactants [C:1]([C:5]1[CH:17]=[CH:16][C:15]2[C:14]3[C:9](=[CH:10][C:11]([C:18]([CH3:21])([CH3:20])[CH3:19])=[CH:12][CH:13]=3)[CH2:8][C:7]=2[CH:6]=1)([CH3:4])([CH3:3])[CH3:2].C([Li])CCC.[CH2:27]([O:30][C:31]1[C:36]([C:37]([CH3:40])([CH3:39])[CH3:38])=[CH:35][C:34]([CH3:41])=[CH:33][C:32]=1[SiH:42]([CH2:49]Cl)[C:43]1[CH:48]=[CH:47][CH:46]=[CH:45][CH:44]=1)[CH:28]=[CH2:29].C(=O)([O-])O.[Na+].C(=O)([O-])[O-].[Na+].[Na+], predict the reaction product. The product is: [CH2:27]([O:30][C:31]1[C:36]([C:37]([CH3:39])([CH3:38])[CH3:40])=[CH:35][C:34]([CH3:41])=[CH:33][C:32]=1[SiH:42]([CH2:49][CH:8]1[C:7]2[CH:6]=[C:5]([C:1]([CH3:4])([CH3:3])[CH3:2])[CH:17]=[CH:16][C:15]=2[C:14]2[C:9]1=[CH:10][C:11]([C:18]([CH3:21])([CH3:20])[CH3:19])=[CH:12][CH:13]=2)[C:43]1[CH:44]=[CH:45][CH:46]=[CH:47][CH:48]=1)[CH:28]=[CH2:29]. (5) Given the reactants C[O:2][C:3](=[O:39])[CH2:4][C:5]1[CH:10]=[CH:9][C:8]([S:11][CH2:12][C@@H:13]2[C@@H:18]([OH:19])[C@H:17]([OH:20])[C@@H:16]([OH:21])[C@H:15]([C:22]3[CH:27]=[CH:26][C:25]([Cl:28])=[C:24]([CH2:29][C:30]4[CH:35]=[CH:34][C:33]([O:36][CH2:37][CH3:38])=[CH:32][CH:31]=4)[CH:23]=3)[O:14]2)=[CH:7][CH:6]=1.[Li+].[OH-], predict the reaction product. The product is: [Cl:28][C:25]1[CH:26]=[CH:27][C:22]([C@@H:15]2[O:14][C@H:13]([CH2:12][S:11][C:8]3[CH:9]=[CH:10][C:5]([CH2:4][C:3]([OH:39])=[O:2])=[CH:6][CH:7]=3)[C@@H:18]([OH:19])[C@H:17]([OH:20])[C@H:16]2[OH:21])=[CH:23][C:24]=1[CH2:29][C:30]1[CH:31]=[CH:32][C:33]([O:36][CH2:37][CH3:38])=[CH:34][CH:35]=1. (6) Given the reactants [S:1]1CC[NH:3][CH2:2]1.[CH:6]1[C:11]([CH:12]=O)=[CH:10][C:9]2[O:14][CH2:15][O:16][C:8]=2[CH:7]=1.NC[CH2:19][C:20]([OH:22])=O.C(O)(=[O:25])C, predict the reaction product. The product is: [O:16]1[C:8]2[CH:7]=[CH:6][C:11]([CH:12]=[C:19]3[S:1][C:2](=[O:25])[NH:3][C:20]3=[O:22])=[CH:10][C:9]=2[O:14][CH2:15]1. (7) The product is: [Cl:1][C:2]1[CH:3]=[CH:4][C:5]([C@H:8]2[C:12]3[N:13]([CH:17]([CH3:19])[CH3:18])[C:14]([CH3:16])=[N:15][C:11]=3[C:10](=[O:20])[N:9]2[C:21]2[CH:22]=[C:23]([CH3:31])[C:24]3[N:25]([C:27]([CH3:30])=[N:28][N:29]=3)[N:26]=2)=[CH:6][CH:7]=1. Given the reactants [Cl:1][C:2]1[CH:7]=[CH:6][C:5]([CH:8]2[C:12]3[N:13]([CH:17]([CH3:19])[CH3:18])[C:14]([CH3:16])=[N:15][C:11]=3[C:10](=[O:20])[N:9]2[C:21]2[CH:22]=[C:23]([CH3:31])[C:24]3[N:25]([C:27]([CH3:30])=[N:28][N:29]=3)[N:26]=2)=[CH:4][CH:3]=1, predict the reaction product. (8) Given the reactants [CH2:1]([O:3][C:4]([N:6]1[CH:11]2[CH2:12][CH2:13][CH:7]1[CH2:8][CH:9]([OH:14])[CH2:10]2)=[O:5])[CH3:2].C(N(CC)CC)C.[CH3:22][S:23](Cl)(=[O:25])=[O:24], predict the reaction product. The product is: [CH2:1]([O:3][C:4]([N:6]1[CH:11]2[CH2:12][CH2:13][CH:7]1[CH2:8][CH:9]([O:14][S:23]([CH3:22])(=[O:25])=[O:24])[CH2:10]2)=[O:5])[CH3:2]. (9) Given the reactants [C:1]([N:9]1[CH2:14][C@H:13]([CH3:15])[O:12][C@@H:11]([CH3:16])[CH2:10]1)(=O)[C:2]1[CH:7]=[CH:6][CH:5]=[CH:4][CH:3]=1.[H-].[H-].[H-].[H-].[Li+].[Al+3], predict the reaction product. The product is: [CH2:1]([N:9]1[CH2:10][C@H:11]([CH3:16])[O:12][C@@H:13]([CH3:15])[CH2:14]1)[C:2]1[CH:3]=[CH:4][CH:5]=[CH:6][CH:7]=1.